Dataset: Experimentally validated miRNA-target interactions with 360,000+ pairs, plus equal number of negative samples. Task: Binary Classification. Given a miRNA mature sequence and a target amino acid sequence, predict their likelihood of interaction. (1) The miRNA is bta-miR-199a-5p with sequence CCCAGUGUUCAGACUACCUGUU. The protein sequence of the target gene is MANVADTKLYDILGVPPGASENELKKAYRKLAKEYHPDKNPNAGDKFKEISFAYEVLSNPEKRELYDRYGEQGLREGSGGGGGMDDIFSHIFGGGLFGFMGNQSRSRNGRRRGEDMMHPLKVSLEDLYNGKTTKLQLSKNVLCSACSGQGGKSGAVQKCSACRGRGVRIMIRQLAPGMVQQMQSVCSDCNGEGEVINEKDRCKKCEGKKVIKEVKILEVHVDKGMKHGQRITFTGEADQAPGVEPGDIVLLLQEKEHEVFQRDGNDLHMTYKIGLVEALCGFQFTFKHLDGRQIVVKYPP.... Result: 0 (no interaction). (2) The miRNA is hsa-miR-4433a-3p with sequence ACAGGAGUGGGGGUGGGACAU. The protein sequence of the target gene is MSACGRKALTLLSSVFAVCGLGLLGIAVSTDYWLYLEEGVIVPQNQSTEIKMSLHSGLWRVCFLAGEERGRCFTIEYVMPMNTQLTSESTVNVLKMIRSATPFPLVSLFFMFIGFILNNIGHIRPHRTILAFVSGIFFILSGLSLVVGLVLYISSINDEMLNRTKDAETYFNYKYGWSFAFAAISFLLTESAGVMSVYLFMKRYTAEDMYRPHPGFYRPRLSNCSDYSGQFLHPDAWVRGRSPSDISSEASLQMNSNYPALLKCPDYDQMSSSPC. Result: 0 (no interaction). (3) The miRNA is hsa-miR-5187-3p with sequence ACUGAAUCCUCUUUUCCUCAG. The protein sequence of the target gene is MDVDAEREKITQEIKELERILDPGSSGSHVEISESSLESDSEADSLPSEDLDPADPPISEEERWGEASNDEDDPKDKTLPEDPETCLQLNMVYQEVIQEKLAEANLLLAQNREQQEELMRDLAGSKGTKVKDGKSLPPSTYMGHFMKPYFKDKVTGVGPPANEDTREKAAQGIKAFEELLVTKWKNWEKALLRKSVVSDRLQRLLQPKLLKLEYLHQKQSKVSSELERQALEKQGREAEKEIQDINQLPEEALLGNRLDSHDWEKISNINFEGSRSAEEIRKFWQNSEHPSINKQEWSRE.... Result: 0 (no interaction). (4) The miRNA is mmu-miR-7018-3p with sequence UCACCCUGCUGCCGGCUUGCAG. The protein sequence of the target gene is MSGTSSPEAVKKLLENMQSDLRALSLECKKKFPPVKEAAESGIIKVKTIAARNTEILAALKENSSEVVQPFLMGCGTKEPKITQLCLAAIQRLMSHEVVSETAAGNIINMLWQLMENSLEELKLLQTVLVLLTTNTVVHDEALSKAIVLCFRLHFTKDNITNNTAAATVRQVVTVVFERMVAEDERHRDIIEQPVLVQGNSNRRSVSTLKPCAKDAYMLFQDLCQLVNADAPYWLVGMTEMTRTFGLELLESVLNDFPQVFLQHQEFSFLLKERVCPLVIKLFSPNIKFRQGSSTSSSPA.... Result: 0 (no interaction). (5) The miRNA is hsa-miR-3612 with sequence AGGAGGCAUCUUGAGAAAUGGA. The protein sequence of the target gene is MSLCSPTHSAEMSLFLQGPEEMLPLSSEGSEMGSEKEQSPEPHLPEEGEGGKPWRVDDSEGSWIPPGEKEHGQESLSDELQETHPKKPWQKVTVRARELGDPIAHPRHEADEKPFICAQCGKTFNNTSNLRTHQRIHTGEKPYKCSECGKSFSRSSNRIRHERIHLEEKHYKCPKCQESFRRRSDLTTHQQDHLGKRPYRCDICGKSFSQSATLAVHHRTHLEPAPYICCECGKSFSNSSSFGVHHRTHTGERPYECTECGRTFSDISNFGAHQRTHRGEKPYRCTVCGKHFSRSSNLIR.... Result: 0 (no interaction). (6) The miRNA is cel-miR-1019-5p with sequence GUGAGCAUUGUUCGAGUUUCAUUUU. The protein sequence of the target gene is MSSSSPTGQIASAADIKQENGMESASEGQEAHREVAGGAAAGLSPPAPAPFPLEPGDAAAASRVSREEGAAAAGAADQVQLHSELLGRHQHAAAAQPPLAFSPDHVACVCEALQQGGNLDRLARFLWSLPQSDLLRGNESLLKARALVAFHQGIYPELYSILESHSFESANHPLLQQLWYKARYTEAERARGRPLGAVDKYRLRRKFPLPRTIWDGEETVYCFKEKSRNALKELYKQNRYPSPAEKRHLAKITGLSLTQVSNWFKNRRQRDRNPSETQSKSESDGNPSTEDESSKGHEDL.... Result: 0 (no interaction). (7) The miRNA is hsa-miR-6515-3p with sequence UCUCUUCAUCUACCCCCCAG. The protein sequence of the target gene is MWSCSWFNGTGLVEELPACQDLQLGLSLLSLLGLVVGVPVGLCYNALLVLANLHSKASMTMPDVYFVNMAVAGLVLSALAPVHLLGPPSSRWALWSVGGEVHVALQIPFNVSSLVAMYSTALLSLDHYIERALPRTYMASVYNTRHVCGFVWGGALLTSFSSLLFYICSHVSTRALECAKMQNAEAADATLVFIGYVVPALATLYALVLLSRVRREDTPLDRDTGRLEPSAHRLLVATVCTQFGLWTPHYLILLGHTVIISRGKPVDAHYLGLLHFVKDFSKLLAFSSSFVTPLLYRYMN.... Result: 1 (interaction). (8) The miRNA is hsa-miR-378a-3p with sequence ACUGGACUUGGAGUCAGAAGGC. The protein sequence of the target gene is MSEGVDLIDIYADEEFNQDPEFNNTDQIDLYDDVLTATSQPSDDRSSSTEPPPPVRQEPSPKPNNKTPAILYTYSGLRNRRAAVYVGSFSWWTTDQQLIQVIRSIGVYDVVELKFAENRANGQSKGYAEVVVASENSVHKLLELLPGKVLNGEKVDVRPATRQNLSQFEAQARKRECVRVPRGGIPPRAHSRDSSDSADGRATPSENLVPSSARVDKPPSVLPYFNRPPSALPLMGLPPPPIPPPPPLSSSFGVPPPPPGIHYQHLMPPPPRLPPHLAVPPPGAIPPALHLNPAFFPPPN.... Result: 1 (interaction). (9) The miRNA is cel-miR-39-3p with sequence UCACCGGGUGUAAAUCAGCUUG. The protein sequence of the target gene is MNSSSANITYASRKRRKPVQKTVKPIPAEGIKSNPSKRHRDRLNTELDRLASLLPFPQDVINKLDKLSVLRLSVSYLRAKSFFDVALKSSPTERNGGQDNCRAANFREGLNLQEGEFLLQALNGFVLVVTTDALVFYASSTIQDYLGFQQSDVIHQSVYELIHTEDRAEFQRQLHWALNPSQCTESGQGIEEATGLPQTVVCYNPDQIPPENSPLMERCFICRLRCLLDNSSGFLAMNFQGKLKYLHGQKKKGKDGSILPPQLALFAIATPLQPPSILEIRTKNFIFRTKHKLDFTPIGC.... Result: 0 (no interaction).